Dataset: Catalyst prediction with 721,799 reactions and 888 catalyst types from USPTO. Task: Predict which catalyst facilitates the given reaction. (1) Reactant: C[O:2][C:3]1[CH:4]=[C:5]([C:9](=[O:12])[CH2:10][CH3:11])[CH:6]=[CH:7][CH:8]=1.[Cl-].[Al+3].[Cl-].[Cl-].Cl. Product: [OH:2][C:3]1[CH:4]=[C:5]([C:9](=[O:12])[CH2:10][CH3:11])[CH:6]=[CH:7][CH:8]=1. The catalyst class is: 11. (2) Reactant: O.O.[Sn](Cl)Cl.Cl.[Br:7][C:8]1[CH:13]=[C:12]([N+:14]([O-])=O)[CH:11]=[CH:10][C:9]=1[S:17]([C:20]([CH3:23])([CH3:22])[CH3:21])(=[O:19])=[O:18].[OH-].[Na+]. Product: [Br:7][C:8]1[CH:13]=[C:12]([CH:11]=[CH:10][C:9]=1[S:17]([C:20]([CH3:23])([CH3:22])[CH3:21])(=[O:19])=[O:18])[NH2:14]. The catalyst class is: 125.